Predict which catalyst facilitates the given reaction. From a dataset of Catalyst prediction with 721,799 reactions and 888 catalyst types from USPTO. (1) Reactant: [Cl:1][C:2]1[C:3]([CH2:10][O:11][CH:12]2[CH2:17][CH2:16][CH2:15][CH2:14][O:13]2)=[C:4]([CH2:8]O)[CH:5]=[N:6][CH:7]=1.C1(OP([N:34]=[N+:35]=[N-:36])(=O)OC2C=CC=CC=2)C=CC=CC=1.N1CCCN2CCCCCC=12. Product: [N:34]([CH2:8][C:4]1[CH:5]=[N:6][CH:7]=[C:2]([Cl:1])[C:3]=1[CH2:10][O:11][CH:12]1[CH2:17][CH2:16][CH2:15][CH2:14][O:13]1)=[N+:35]=[N-:36]. The catalyst class is: 11. (2) Reactant: [C:1]([C:3]1[CH:4]=[C:5]([CH:24]([CH2:30][CH:31]([CH3:33])[CH3:32])[C:25]([O:27]CC)=[O:26])[CH:6]=[C:7]([C:14]2[CH:19]=[CH:18][C:17]([C:20]([F:23])([F:22])[F:21])=[CH:16][CH:15]=2)[C:8]=1[O:9][CH2:10][CH:11]1[CH2:13][CH2:12]1)#[N:2].CO.O.O[Li].O. Product: [C:1]([C:3]1[CH:4]=[C:5]([CH:24]([CH2:30][CH:31]([CH3:33])[CH3:32])[C:25]([OH:27])=[O:26])[CH:6]=[C:7]([C:14]2[CH:19]=[CH:18][C:17]([C:20]([F:21])([F:23])[F:22])=[CH:16][CH:15]=2)[C:8]=1[O:9][CH2:10][CH:11]1[CH2:12][CH2:13]1)#[N:2]. The catalyst class is: 1. (3) Reactant: [CH3:1][C:2]1[C:7]([Cl:8])=[CH:6][CH:5]=[CH:4][C:3]=1[N:9]1[C:13](=[O:14])[N:12]([CH3:15])[N:11]=[N:10]1.N(C1(C#N)CCCCC1)=NC1(C#N)CCCCC1.[Br:34]N1C(=O)CCC1=O.ClC1C=CC=CC=1. Product: [Br:34][CH2:1][C:2]1[C:7]([Cl:8])=[CH:6][CH:5]=[CH:4][C:3]=1[N:9]1[C:13](=[O:14])[N:12]([CH3:15])[N:11]=[N:10]1. The catalyst class is: 6. (4) Reactant: [OH-].[Na+].[C:3]([C:5]1[CH:6]=[C:7]([C:15]2[O:19][N:18]=[C:17]([C:20]3[CH:21]=[CH:22][C:23]([F:33])=[C:24]([CH2:26][CH2:27][C:28]([O:30]CC)=[O:29])[CH:25]=3)[N:16]=2)[CH:8]=[CH:9][C:10]=1[O:11][CH:12]([CH3:14])[CH3:13])#[N:4].Cl. Product: [C:3]([C:5]1[CH:6]=[C:7]([C:15]2[O:19][N:18]=[C:17]([C:20]3[CH:21]=[CH:22][C:23]([F:33])=[C:24]([CH2:26][CH2:27][C:28]([OH:30])=[O:29])[CH:25]=3)[N:16]=2)[CH:8]=[CH:9][C:10]=1[O:11][CH:12]([CH3:14])[CH3:13])#[N:4]. The catalyst class is: 378. (5) Reactant: [N+:1]([C:4]1[CH:8]=[CH:7][NH:6][N:5]=1)([O-:3])=[O:2].C(=O)([O-])[O-].[K+].[K+].[CH2:15]1[O:17][C@@H:16]1[CH2:18][OH:19]. Product: [N+:1]([C:4]1[CH:8]=[CH:7][N:6]([CH2:15][C@H:16]([OH:17])[CH2:18][OH:19])[N:5]=1)([O-:3])=[O:2]. The catalyst class is: 9. (6) Reactant: [NH2:1][CH2:2][CH2:3][C:4]([NH:6][C:7]1[S:8][C:9]([C:13]2[CH:18]=[CH:17][N:16]=[C:15]([NH:19][C:20]3[CH:25]=[CH:24][C:23]([N:26]4[CH2:31][CH2:30][O:29][CH2:28][CH2:27]4)=[CH:22][CH:21]=3)[N:14]=2)=[C:10]([CH3:12])[N:11]=1)=[O:5].C1(=O)N([CH:37]([CH2:41][CH2:42][CH2:43][CH2:44][NH:45][C:46](=[O:60])[CH2:47][CH2:48][CH2:49][CH2:50][C@H:51]2[C@@H:59]3[C@@H:54]([NH:55][C:56]([NH:58]3)=[O:57])[CH2:53][S:52]2)[C:38]([O-])=[O:39])C(=O)CC1. Product: [CH3:12][C:10]1[N:11]=[C:7]([NH:6][C:4]([CH2:3][CH2:2][NH:1][C:38](=[O:39])[CH2:37][CH2:41][CH2:42][CH2:43][CH2:44][NH:45][C:46](=[O:60])[CH2:47][CH2:48][CH2:49][CH2:50][CH:51]2[CH:59]3[CH:54]([NH:55][C:56](=[O:57])[NH:58]3)[CH2:53][S:52]2)=[O:5])[S:8][C:9]=1[C:13]1[CH:18]=[CH:17][N:16]=[C:15]([NH:19][C:20]2[CH:21]=[CH:22][C:23]([N:26]3[CH2:31][CH2:30][O:29][CH2:28][CH2:27]3)=[CH:24][CH:25]=2)[N:14]=1. The catalyst class is: 3. (7) Reactant: [Br:1][C:2]1[CH:7]=[CH:6][C:5]([S:8](Cl)(=[O:10])=[O:9])=[CH:4][CH:3]=1.[NH2:12][C:13]1[N:18]=[CH:17][CH:16]=[CH:15][N:14]=1. Product: [Br:1][C:2]1[CH:7]=[CH:6][C:5]([S:8]([NH:12][C:13]2[N:18]=[CH:17][CH:16]=[CH:15][N:14]=2)(=[O:10])=[O:9])=[CH:4][CH:3]=1. The catalyst class is: 17.